Task: Predict the reactants needed to synthesize the given product.. Dataset: Full USPTO retrosynthesis dataset with 1.9M reactions from patents (1976-2016) (1) Given the product [Cl:8][C:6]1[CH:5]=[C:4]([S:9]([N:12]2[C@H:19]([C:20]([NH:22][C@H:23]([C:42]([OH:44])=[O:43])[CH2:24][C:25]3[CH:30]=[CH:29][C:28]([NH:31][C:32](=[O:41])[C:33]4[C:38]([Cl:39])=[CH:37][N:36]=[CH:35][C:34]=4[Cl:40])=[CH:27][CH:26]=3)=[O:21])[C:18]3[CH:17]=[N:16][N:15]([CH2:46][CH3:47])[C:14]=3[CH2:13]2)(=[O:11])=[O:10])[CH:3]=[C:2]([Cl:1])[CH:7]=1, predict the reactants needed to synthesize it. The reactants are: [Cl:1][C:2]1[CH:3]=[C:4]([S:9]([N:12]2[C@H:19]([C:20]([NH:22][C@H:23]([C:42]([O:44]C)=[O:43])[CH2:24][C:25]3[CH:30]=[CH:29][C:28]([NH:31][C:32](=[O:41])[C:33]4[C:38]([Cl:39])=[CH:37][N:36]=[CH:35][C:34]=4[Cl:40])=[CH:27][CH:26]=3)=[O:21])[C:18]3[CH:17]=[N:16][N:15]([CH2:46][CH3:47])[C:14]=3[CH2:13]2)(=[O:11])=[O:10])[CH:5]=[C:6]([Cl:8])[CH:7]=1.O[Li].O.Cl. (2) Given the product [CH2:17]([NH:16][C:2]1[CH:7]=[CH:6][C:5]([C:8]([F:11])([F:10])[F:9])=[CH:4][C:3]=1[N+:12]([O-:14])=[O:13])[CH2:18][CH3:19], predict the reactants needed to synthesize it. The reactants are: F[C:2]1[CH:7]=[CH:6][C:5]([C:8]([F:11])([F:10])[F:9])=[CH:4][C:3]=1[N+:12]([O-:14])=[O:13].C[N:16]1C[CH2:19][CH2:18][C:17]1=O.C(N)CC. (3) Given the product [F:32][C:33]1([F:38])[CH2:37][CH2:36][N:35]([CH2:2][CH2:3][CH2:4][C:5]2[N:6]=[C:7]3[CH:12]=[CH:11][C:10]([NH:13][C:14](=[O:29])[C:15]4[CH:20]=[CH:19][C:18]([O:21][CH2:22][C:23]5[CH:28]=[CH:27][CH:26]=[CH:25][N:24]=5)=[CH:17][CH:16]=4)=[CH:9][N:8]3[C:30]=2[CH3:31])[CH2:34]1, predict the reactants needed to synthesize it. The reactants are: O[CH2:2][CH2:3][CH2:4][C:5]1[N:6]=[C:7]2[CH:12]=[CH:11][C:10]([NH:13][C:14](=[O:29])[C:15]3[CH:20]=[CH:19][C:18]([O:21][CH2:22][C:23]4[CH:28]=[CH:27][CH:26]=[CH:25][N:24]=4)=[CH:17][CH:16]=3)=[CH:9][N:8]2[C:30]=1[CH3:31].[F:32][C:33]1([F:38])[CH2:37][CH2:36][NH:35][CH2:34]1. (4) Given the product [NH2:1][C:2]1([CH2:19][O:20][CH2:28][C:29]#[N:30])[C:15]2[CH:14]=[C:13]([Cl:16])[N:12]=[C:11]([F:17])[C:10]=2[O:9][C:8]2[C:3]1=[CH:4][C:5]([Br:18])=[CH:6][CH:7]=2, predict the reactants needed to synthesize it. The reactants are: [NH2:1][C:2]1([CH2:19][OH:20])[C:15]2[CH:14]=[C:13]([Cl:16])[N:12]=[C:11]([F:17])[C:10]=2[O:9][C:8]2[C:3]1=[CH:4][C:5]([Br:18])=[CH:6][CH:7]=2.CC(C)([O-])C.[Li+].Br[CH2:28][C:29]#[N:30]. (5) The reactants are: Cl[CH2:2][S:3]([C:6]1[CH:11]=[CH:10][CH:9]=[CH:8][CH:7]=1)(=[O:5])=[O:4].[F:12][C:13]1[CH:18]=[CH:17][C:16]([N+:19]([O-:21])=[O:20])=[CH:15][CH:14]=1.CC(C)([O-])C.[K+].C(O)(=O)C. Given the product [C:6]1([S:3]([CH2:2][C:17]2[CH:18]=[C:13]([F:12])[CH:14]=[CH:15][C:16]=2[N+:19]([O-:21])=[O:20])(=[O:5])=[O:4])[CH:11]=[CH:10][CH:9]=[CH:8][CH:7]=1, predict the reactants needed to synthesize it. (6) Given the product [Cl:19][C:20]1[CH:25]=[CH:24][C:23]([O:1][CH2:2][CH2:3][N:4]([CH:13]2[CH2:14][CH2:15][O:16][CH2:17][CH2:18]2)[C:5]([C:7]2[N:8]=[CH:9][N:10]([CH3:12])[CH:11]=2)=[O:6])=[CH:22][CH:21]=1, predict the reactants needed to synthesize it. The reactants are: [OH:1][CH2:2][CH2:3][N:4]([CH:13]1[CH2:18][CH2:17][O:16][CH2:15][CH2:14]1)[C:5]([C:7]1[N:8]=[CH:9][N:10]([CH3:12])[CH:11]=1)=[O:6].[Cl:19][C:20]1[CH:25]=[CH:24][C:23](O)=[CH:22][CH:21]=1.C1(P(C2C=CC=CC=2)C2C=CC=CC=2)C=CC=CC=1.CC(OC(/N=N/C(OC(C)C)=O)=O)C.